Dataset: Peptide-MHC class I binding affinity with 185,985 pairs from IEDB/IMGT. Task: Regression. Given a peptide amino acid sequence and an MHC pseudo amino acid sequence, predict their binding affinity value. This is MHC class I binding data. (1) The peptide sequence is HVDGKILFV. The MHC is HLA-A03:01 with pseudo-sequence HLA-A03:01. The binding affinity (normalized) is 0.256. (2) The peptide sequence is GAFMYTKHSM. The MHC is Mamu-B01 with pseudo-sequence Mamu-B01. The binding affinity (normalized) is 0.